Dataset: Reaction yield outcomes from USPTO patents with 853,638 reactions. Task: Predict the reaction yield, written as a fraction of the theoretical maximum amount of product (1.0 means a 100% yield; for example, 0.34 means a 34% yield). The reactants are [Br:1][C:2]1[C:3]2[CH2:10][CH2:9][CH:8]([NH2:11])[C:4]=2[CH:5]=[N:6][CH:7]=1.[CH2:12]([S:14](Cl)(=[O:16])=[O:15])[CH3:13]. No catalyst specified. The product is [Br:1][C:2]1[C:3]2[CH2:10][CH2:9][CH:8]([NH:11][S:14]([CH2:12][CH3:13])(=[O:16])=[O:15])[C:4]=2[CH:5]=[N:6][CH:7]=1. The yield is 0.940.